Dataset: Full USPTO retrosynthesis dataset with 1.9M reactions from patents (1976-2016). Task: Predict the reactants needed to synthesize the given product. (1) The reactants are: N#N.C[O:4][C:5]([C:7]1[N:8]=[C:9]([CH2:18][NH:19][C:20]([O:22][C:23]([CH3:26])([CH3:25])[CH3:24])=[O:21])[O:10][C:11]=1[C:12]1[CH:17]=[CH:16][CH:15]=[CH:14][CH:13]=1)=[O:6].[Li+].[OH-].CC(=O)OCC. Given the product [C:23]([O:22][C:20]([NH:19][CH2:18][C:9]1[O:10][C:11]([C:12]2[CH:17]=[CH:16][CH:15]=[CH:14][CH:13]=2)=[C:7]([C:5]([OH:6])=[O:4])[N:8]=1)=[O:21])([CH3:26])([CH3:24])[CH3:25], predict the reactants needed to synthesize it. (2) Given the product [F:1][C:2]1[CH:7]=[CH:6][C:5]([CH:8]2[C:12]3[C:13]([CH3:20])=[C:14]([NH:19][C:29](=[O:30])[C:28]4[CH:32]=[CH:33][C:25]([O:24][CH3:23])=[CH:26][CH:27]=4)[C:15]([CH3:18])=[C:16]([CH3:17])[C:11]=3[O:10][C:9]2([CH3:22])[CH3:21])=[CH:4][CH:3]=1, predict the reactants needed to synthesize it. The reactants are: [F:1][C:2]1[CH:7]=[CH:6][C:5]([CH:8]2[C:12]3[C:13]([CH3:20])=[C:14]([NH2:19])[C:15]([CH3:18])=[C:16]([CH3:17])[C:11]=3[O:10][C:9]2([CH3:22])[CH3:21])=[CH:4][CH:3]=1.[CH3:23][O:24][C:25]1[CH:33]=[CH:32][C:28]([C:29](Cl)=[O:30])=[CH:27][CH:26]=1. (3) Given the product [O:9]1[C:8]2[CH:13]=[CH:14][C:5]([C:3](=[O:4])[CH2:2][O:24][C:21]3[CH:22]=[CH:23][C:18]([N+:15]([O-:17])=[O:16])=[CH:19][CH:20]=3)=[CH:6][C:7]=2[O:12][CH2:11][CH2:10]1, predict the reactants needed to synthesize it. The reactants are: Br[CH2:2][C:3]([C:5]1[CH:14]=[CH:13][C:8]2[O:9][CH2:10][CH2:11][O:12][C:7]=2[CH:6]=1)=[O:4].[N+:15]([C:18]1[CH:23]=[CH:22][C:21]([OH:24])=[CH:20][CH:19]=1)([O-:17])=[O:16].C(=O)([O-])[O-].[Cs+].[Cs+]. (4) Given the product [NH2:1][C:5]1[C:14]2[C:9](=[C:10]([Cl:15])[CH:11]=[CH:12][CH:13]=2)[C:8]([N+:16]([O-:18])=[O:17])=[CH:7][CH:6]=1, predict the reactants needed to synthesize it. The reactants are: [NH:1]([C:5]1[C:14]2[C:9](=[C:10]([Cl:15])[CH:11]=[CH:12][CH:13]=2)[CH:8]=[CH:7][CH:6]=1)C(C)=O.[N+:16]([O-])([OH:18])=[O:17].[OH-].[Na+]. (5) Given the product [Br:1][C:2]1[CH:3]=[N:4][CH:5]=[C:6]([O:8][CH2:9][CH2:10][CH2:11][S:12]([CH3:15])(=[O:13])=[O:14])[CH:7]=1, predict the reactants needed to synthesize it. The reactants are: [Br:1][C:2]1[CH:3]=[N+:4]([O-])[CH:5]=[C:6]([O:8][CH2:9][CH2:10][CH2:11][S:12]([CH3:15])(=[O:14])=[O:13])[CH:7]=1.[NH4+].[Cl-]. (6) Given the product [C:12]([NH:1][C:2]1[CH:3]=[CH:4][C:5]([CH2:8][C:9]([OH:11])=[O:10])=[CH:6][C:7]=1[Cl:19])(=[O:15])[CH3:13], predict the reactants needed to synthesize it. The reactants are: [NH2:1][C:2]1[CH:7]=[CH:6][C:5]([CH2:8][C:9]([OH:11])=[O:10])=[CH:4][CH:3]=1.[C:12]([O:15]C(=O)C)(=O)[CH3:13].[Cl:19][O-].[Ca+2].Cl[O-]. (7) Given the product [C:1]12([CH2:11][C:12]([NH:14][C:15]3[CH:24]=[CH:23][CH:22]=[C:21]4[C:16]=3[CH:17]=[CH:18][N:29]([CH2:28][CH2:26][OH:27])[C:20]4=[O:19])=[O:13])[CH2:10][CH:5]3[CH2:6][CH:7]([CH2:9][CH:3]([CH2:4]3)[CH2:2]1)[CH2:8]2, predict the reactants needed to synthesize it. The reactants are: [C:1]12([CH2:11][C:12]([NH:14][C:15]3[CH:24]=[CH:23][CH:22]=[C:21]4[C:16]=3[CH:17]=[CH:18][O:19][C:20]4=O)=[O:13])[CH2:10][CH:5]3[CH2:6][CH:7]([CH2:9][CH:3]([CH2:4]3)[CH2:2]1)[CH2:8]2.[CH2:26]([CH2:28][NH2:29])[OH:27].